This data is from NCI-60 drug combinations with 297,098 pairs across 59 cell lines. The task is: Regression. Given two drug SMILES strings and cell line genomic features, predict the synergy score measuring deviation from expected non-interaction effect. Drug 1: CC1=C(C=C(C=C1)NC2=NC=CC(=N2)N(C)C3=CC4=NN(C(=C4C=C3)C)C)S(=O)(=O)N.Cl. Drug 2: CCC1(C2=C(COC1=O)C(=O)N3CC4=CC5=C(C=CC(=C5CN(C)C)O)N=C4C3=C2)O.Cl. Cell line: EKVX. Synergy scores: CSS=0.240, Synergy_ZIP=0.250, Synergy_Bliss=-2.17, Synergy_Loewe=-1.87, Synergy_HSA=-2.89.